This data is from NCI-60 drug combinations with 297,098 pairs across 59 cell lines. The task is: Regression. Given two drug SMILES strings and cell line genomic features, predict the synergy score measuring deviation from expected non-interaction effect. (1) Drug 1: CC1=C(C=C(C=C1)NC2=NC=CC(=N2)N(C)C3=CC4=NN(C(=C4C=C3)C)C)S(=O)(=O)N.Cl. Drug 2: CC1=C(C=C(C=C1)C(=O)NC2=CC(=CC(=C2)C(F)(F)F)N3C=C(N=C3)C)NC4=NC=CC(=N4)C5=CN=CC=C5. Cell line: MCF7. Synergy scores: CSS=-2.92, Synergy_ZIP=1.40, Synergy_Bliss=2.90, Synergy_Loewe=-2.16, Synergy_HSA=-0.0830. (2) Drug 1: CNC(=O)C1=CC=CC=C1SC2=CC3=C(C=C2)C(=NN3)C=CC4=CC=CC=N4. Drug 2: C1C(C(OC1N2C=NC(=NC2=O)N)CO)O. Cell line: SK-MEL-5. Synergy scores: CSS=-6.74, Synergy_ZIP=2.14, Synergy_Bliss=3.49, Synergy_Loewe=-10.1, Synergy_HSA=-4.33.